This data is from NCI-60 drug combinations with 297,098 pairs across 59 cell lines. The task is: Regression. Given two drug SMILES strings and cell line genomic features, predict the synergy score measuring deviation from expected non-interaction effect. (1) Drug 2: C1=NC(=NC(=O)N1C2C(C(C(O2)CO)O)O)N. Cell line: UO-31. Drug 1: C1CC(C1)(C(=O)O)C(=O)O.[NH2-].[NH2-].[Pt+2]. Synergy scores: CSS=29.7, Synergy_ZIP=-7.99, Synergy_Bliss=0.940, Synergy_Loewe=-23.4, Synergy_HSA=-0.421. (2) Cell line: BT-549. Synergy scores: CSS=1.51, Synergy_ZIP=-0.243, Synergy_Bliss=-0.895, Synergy_Loewe=-4.22, Synergy_HSA=-3.65. Drug 2: CC(C)(C#N)C1=CC(=CC(=C1)CN2C=NC=N2)C(C)(C)C#N. Drug 1: C1=CN(C=N1)CC(O)(P(=O)(O)O)P(=O)(O)O.